Predict which catalyst facilitates the given reaction. From a dataset of Catalyst prediction with 721,799 reactions and 888 catalyst types from USPTO. (1) Reactant: [F:1][C:2]1[CH:18]=[CH:17][C:16]([O:19][C:20]([F:23])([F:22])[F:21])=[CH:15][C:3]=1[C:4]([NH:6][C:7]1[CH:12]=[CH:11][N:10]=[C:9]([O:13]C)[CH:8]=1)=[O:5].[Si](I)(C)(C)C. Product: [F:1][C:2]1[CH:18]=[CH:17][C:16]([O:19][C:20]([F:23])([F:21])[F:22])=[CH:15][C:3]=1[C:4]([NH:6][C:7]1[CH:12]=[CH:11][NH:10][C:9](=[O:13])[CH:8]=1)=[O:5]. The catalyst class is: 10. (2) Product: [ClH:31].[CH3:30][N:2]([CH3:1])[C:3]1([C:24]2[CH:29]=[CH:28][CH:27]=[CH:26][CH:25]=2)[CH2:8][CH2:7][CH:6]([CH2:9][C:10]([NH:12][CH2:13][CH2:14][C:15]2[C:23]3[C:18](=[CH:19][CH:20]=[CH:21][CH:22]=3)[NH:17][CH:16]=2)=[O:11])[CH2:5][CH2:4]1. The catalyst class is: 573. Reactant: [CH3:1][N:2]([CH3:30])[C:3]1([C:24]2[CH:29]=[CH:28][CH:27]=[CH:26][CH:25]=2)[CH2:8][CH2:7][CH:6]([CH2:9][C:10]([NH:12][CH2:13][CH2:14][C:15]2[C:23]3[C:18](=[CH:19][CH:20]=[CH:21][CH:22]=3)[NH:17][CH:16]=2)=[O:11])[CH2:5][CH2:4]1.[Cl:31][Si](C)(C)C. (3) Reactant: [H-].[Na+].[C:3]([C:7]1[CH:12]=[CH:11][C:10]([N:13]2[C:17](=[O:18])[C:16]([CH3:20])([CH3:19])[NH:15][C:14]2=[O:21])=[CH:9][CH:8]=1)([CH3:6])([CH3:5])[CH3:4].Cl[CH2:23][C:24]1[CH:29]=[CH:28][N:27]=[C:26]([S:30][CH3:31])[N:25]=1. Product: [C:3]([C:7]1[CH:8]=[CH:9][C:10]([N:13]2[C:17](=[O:18])[C:16]([CH3:20])([CH3:19])[N:15]([CH2:23][C:24]3[CH:29]=[CH:28][N:27]=[C:26]([S:30][CH3:31])[N:25]=3)[C:14]2=[O:21])=[CH:11][CH:12]=1)([CH3:6])([CH3:4])[CH3:5]. The catalyst class is: 7. (4) Reactant: [Br:1][C:2]1[CH:3]=[CH:4][C:5]([Cl:17])=[C:6]([CH:16]=1)[CH2:7][C:8]1[CH:13]=[CH:12][C:11]([CH2:14][OH:15])=[CH:10][CH:9]=1.CC(OI1(OC(C)=O)(OC(C)=O)OC(=O)C2C=CC=CC1=2)=O.[OH-].[Na+]. Product: [Br:1][C:2]1[CH:3]=[CH:4][C:5]([Cl:17])=[C:6]([CH:16]=1)[CH2:7][C:8]1[CH:13]=[CH:12][C:11]([CH:14]=[O:15])=[CH:10][CH:9]=1. The catalyst class is: 2.